From a dataset of Full USPTO retrosynthesis dataset with 1.9M reactions from patents (1976-2016). Predict the reactants needed to synthesize the given product. (1) Given the product [CH3:14][C@@:11]1([CH2:13][N:27]2[CH2:28][CH2:29][CH:24]([C:22]([C:21]3[CH:30]=[CH:31][C:18]([O:17][C:16]([F:15])([F:32])[F:33])=[CH:19][CH:20]=3)=[O:23])[CH2:25][CH2:26]2)[O:12][C:2]2=[N:6][C:5]([N+:7]([O-:9])=[O:8])=[CH:4][N:3]2[CH2:10]1, predict the reactants needed to synthesize it. The reactants are: Cl[C:2]1[N:3]([CH2:10][C@:11]2([CH3:14])[CH2:13][O:12]2)[CH:4]=[C:5]([N+:7]([O-:9])=[O:8])[N:6]=1.[F:15][C:16]([F:33])([F:32])[O:17][C:18]1[CH:31]=[CH:30][C:21]([C:22]([CH:24]2[CH2:29][CH2:28][NH:27][CH2:26][CH2:25]2)=[O:23])=[CH:20][CH:19]=1. (2) Given the product [CH3:26][O:27][C:28]([C:30]1[CH:38]=[CH:37][C:33]([C:34](=[O:35])[NH:1][CH2:2][C:3]2[C:12](=[O:13])[C:11]3[C:6](=[CH:7][C:8]([Cl:14])=[CH:9][CH:10]=3)[N:5]([C:15]3[CH:20]=[CH:19][CH:18]=[CH:17][CH:16]=3)[C:4]=2[C:21]2[O:22][CH:23]=[CH:24][N:25]=2)=[CH:32][N:31]=1)=[O:29], predict the reactants needed to synthesize it. The reactants are: [NH2:1][CH2:2][C:3]1[C:12](=[O:13])[C:11]2[C:6](=[CH:7][C:8]([Cl:14])=[CH:9][CH:10]=2)[N:5]([C:15]2[CH:20]=[CH:19][CH:18]=[CH:17][CH:16]=2)[C:4]=1[C:21]1[O:22][CH:23]=[CH:24][N:25]=1.[CH3:26][O:27][C:28]([C:30]1[CH:38]=[CH:37][C:33]([C:34](O)=[O:35])=[CH:32][N:31]=1)=[O:29]. (3) Given the product [S:6]1[CH:7]=[C:3]([CH2:2][NH:15][S:12]([NH2:16])(=[O:14])=[O:13])[C:4]2[CH:11]=[CH:10][CH:9]=[CH:8][C:5]1=2, predict the reactants needed to synthesize it. The reactants are: Cl[CH2:2][C:3]1[C:4]2[CH:11]=[CH:10][CH:9]=[CH:8][C:5]=2[S:6][CH:7]=1.[S:12]([NH2:16])([NH2:15])(=[O:14])=[O:13].C(=O)([O-])[O-].[K+].[K+]. (4) Given the product [NH:3]1[CH:7]=[C:6]([CH2:8][CH2:9][NH:10][C:18](=[O:19])[C:17]2[CH:21]=[CH:22][CH:23]=[CH:24][C:16]=2[N:12]2[N:13]=[CH:14][CH:15]=[N:11]2)[CH:5]=[N:4]1, predict the reactants needed to synthesize it. The reactants are: Cl.Cl.[NH:3]1[CH:7]=[C:6]([CH2:8][CH2:9][NH2:10])[CH:5]=[N:4]1.[N:11]1[N:12]([C:16]2[CH:24]=[CH:23][CH:22]=[CH:21][C:17]=2[C:18](O)=[O:19])[N:13]=[CH:14][CH:15]=1.